This data is from NCI-60 drug combinations with 297,098 pairs across 59 cell lines. The task is: Regression. Given two drug SMILES strings and cell line genomic features, predict the synergy score measuring deviation from expected non-interaction effect. (1) Cell line: M14. Synergy scores: CSS=-7.43, Synergy_ZIP=-0.0238, Synergy_Bliss=-4.63, Synergy_Loewe=-10.7, Synergy_HSA=-9.73. Drug 2: CC(C)NC(=O)C1=CC=C(C=C1)CNNC.Cl. Drug 1: CC1=C(C=C(C=C1)NC(=O)C2=CC=C(C=C2)CN3CCN(CC3)C)NC4=NC=CC(=N4)C5=CN=CC=C5. (2) Drug 1: CC1=C(C=C(C=C1)NC2=NC=CC(=N2)N(C)C3=CC4=NN(C(=C4C=C3)C)C)S(=O)(=O)N.Cl. Drug 2: CS(=O)(=O)CCNCC1=CC=C(O1)C2=CC3=C(C=C2)N=CN=C3NC4=CC(=C(C=C4)OCC5=CC(=CC=C5)F)Cl. Cell line: NCI-H322M. Synergy scores: CSS=26.6, Synergy_ZIP=2.90, Synergy_Bliss=4.19, Synergy_Loewe=-23.9, Synergy_HSA=2.49. (3) Drug 1: CS(=O)(=O)OCCCCOS(=O)(=O)C. Drug 2: CC12CCC3C(C1CCC2OP(=O)(O)O)CCC4=C3C=CC(=C4)OC(=O)N(CCCl)CCCl.[Na+]. Cell line: A498. Synergy scores: CSS=-0.0195, Synergy_ZIP=-1.19, Synergy_Bliss=-0.302, Synergy_Loewe=-3.01, Synergy_HSA=-1.58. (4) Drug 1: CC12CCC(CC1=CCC3C2CCC4(C3CC=C4C5=CN=CC=C5)C)O. Drug 2: C1CC(=O)NC(=O)C1N2CC3=C(C2=O)C=CC=C3N. Cell line: CAKI-1. Synergy scores: CSS=2.54, Synergy_ZIP=-3.42, Synergy_Bliss=-5.26, Synergy_Loewe=-3.13, Synergy_HSA=-3.02. (5) Drug 1: C1=CN(C=N1)CC(O)(P(=O)(O)O)P(=O)(O)O. Drug 2: CN1C2=C(C=C(C=C2)N(CCCl)CCCl)N=C1CCCC(=O)O.Cl. Cell line: NCI/ADR-RES. Synergy scores: CSS=1.07, Synergy_ZIP=4.37, Synergy_Bliss=8.24, Synergy_Loewe=2.04, Synergy_HSA=-0.790. (6) Drug 1: CC1=C2C(C(=O)C3(C(CC4C(C3C(C(C2(C)C)(CC1OC(=O)C(C(C5=CC=CC=C5)NC(=O)OC(C)(C)C)O)O)OC(=O)C6=CC=CC=C6)(CO4)OC(=O)C)OC)C)OC. Drug 2: C1=NC2=C(N=C(N=C2N1C3C(C(C(O3)CO)O)F)Cl)N. Cell line: HOP-92. Synergy scores: CSS=49.6, Synergy_ZIP=2.34, Synergy_Bliss=2.10, Synergy_Loewe=7.82, Synergy_HSA=9.43.